Task: Regression. Given two drug SMILES strings and cell line genomic features, predict the synergy score measuring deviation from expected non-interaction effect.. Dataset: NCI-60 drug combinations with 297,098 pairs across 59 cell lines (1) Synergy scores: CSS=85.6, Synergy_ZIP=5.08, Synergy_Bliss=5.81, Synergy_Loewe=2.20, Synergy_HSA=11.8. Drug 1: C1CC2CC3=C(CC1C24CN(S(=O)(=O)N4)CC(F)(F)F)C=CC(=C3)C=CCN5CCC(CC5)C(F)(F)F. Cell line: HT29. Drug 2: CNC(=O)C1=NC=CC(=C1)OC2=CC=C(C=C2)NC(=O)NC3=CC(=C(C=C3)Cl)C(F)(F)F. (2) Drug 1: CC12CCC(CC1=CCC3C2CCC4(C3CC=C4C5=CN=CC=C5)C)O. Drug 2: N.N.Cl[Pt+2]Cl. Cell line: K-562. Synergy scores: CSS=17.1, Synergy_ZIP=2.81, Synergy_Bliss=7.37, Synergy_Loewe=6.06, Synergy_HSA=6.49. (3) Drug 1: C1=NC2=C(N1)C(=S)N=CN2. Drug 2: C(CC(=O)O)C(=O)CN.Cl. Cell line: M14. Synergy scores: CSS=30.9, Synergy_ZIP=-1.05, Synergy_Bliss=5.84, Synergy_Loewe=4.43, Synergy_HSA=7.12. (4) Drug 1: C1CC(=O)NC(=O)C1N2CC3=C(C2=O)C=CC=C3N. Drug 2: CC1OCC2C(O1)C(C(C(O2)OC3C4COC(=O)C4C(C5=CC6=C(C=C35)OCO6)C7=CC(=C(C(=C7)OC)O)OC)O)O. Cell line: NCI/ADR-RES. Synergy scores: CSS=5.27, Synergy_ZIP=-1.24, Synergy_Bliss=-1.02, Synergy_Loewe=0.369, Synergy_HSA=-1.05. (5) Drug 1: C1CC(=O)NC(=O)C1N2CC3=C(C2=O)C=CC=C3N. Drug 2: CN(C(=O)NC(C=O)C(C(C(CO)O)O)O)N=O. Cell line: KM12. Synergy scores: CSS=-2.80, Synergy_ZIP=-2.37, Synergy_Bliss=-8.89, Synergy_Loewe=-10.1, Synergy_HSA=-9.18. (6) Drug 1: CCCS(=O)(=O)NC1=C(C(=C(C=C1)F)C(=O)C2=CNC3=C2C=C(C=N3)C4=CC=C(C=C4)Cl)F. Drug 2: CC1CCCC2(C(O2)CC(NC(=O)CC(C(C(=O)C(C1O)C)(C)C)O)C(=CC3=CSC(=N3)C)C)C. Cell line: NCIH23. Synergy scores: CSS=-3.97, Synergy_ZIP=1.94, Synergy_Bliss=-1.60, Synergy_Loewe=-7.98, Synergy_HSA=-5.65. (7) Drug 2: CC(C)CN1C=NC2=C1C3=CC=CC=C3N=C2N. Drug 1: CS(=O)(=O)CCNCC1=CC=C(O1)C2=CC3=C(C=C2)N=CN=C3NC4=CC(=C(C=C4)OCC5=CC(=CC=C5)F)Cl. Synergy scores: CSS=-3.53, Synergy_ZIP=1.75, Synergy_Bliss=-2.77, Synergy_Loewe=-7.90, Synergy_HSA=-7.70. Cell line: MALME-3M.